From a dataset of Reaction yield outcomes from USPTO patents with 853,638 reactions. Predict the reaction yield, written as a fraction of the theoretical maximum amount of product (1.0 means a 100% yield; for example, 0.34 means a 34% yield). The reactants are [CH3:1][S:2]([C:5]1[CH:6]=[CH:7][C:8]([O:14][C@H:15]([CH3:20])[C:16]([F:19])([F:18])[F:17])=[C:9]([CH:13]=1)[C:10]([OH:12])=O)(=[O:4])=[O:3].Cl.[F:22][C:23]([F:37])([F:36])[CH2:24][C:25]1[S:29][C:28]([N:30]2[CH2:35][CH2:34][NH:33][CH2:32][CH2:31]2)=[N:27][CH:26]=1. No catalyst specified. The product is [CH3:1][S:2]([C:5]1[CH:6]=[CH:7][C:8]([O:14][C@H:15]([CH3:20])[C:16]([F:19])([F:18])[F:17])=[C:9]([C:10]([N:33]2[CH2:34][CH2:35][N:30]([C:28]3[S:29][C:25]([CH2:24][C:23]([F:37])([F:22])[F:36])=[CH:26][N:27]=3)[CH2:31][CH2:32]2)=[O:12])[CH:13]=1)(=[O:3])=[O:4]. The yield is 0.410.